This data is from Reaction yield outcomes from USPTO patents with 853,638 reactions. The task is: Predict the reaction yield, written as a fraction of the theoretical maximum amount of product (1.0 means a 100% yield; for example, 0.34 means a 34% yield). (1) The reactants are [F:1][C:2]1[CH:7]=[C:6]([F:8])[CH:5]=[CH:4][C:3]=1[C:9]1[N:10]=[C:11](/[CH:24]=[CH:25]/[C:26]2[CH:31]=[CH:30][C:29]([C:32]3[CH:37]=[CH:36][C:35]([OH:38])=[CH:34][CH:33]=3)=[CH:28][CH:27]=2)[N:12]([CH2:14][C:15]2[CH:23]=[CH:22][C:18]([C:19]([OH:21])=[O:20])=[CH:17][CH:16]=2)[CH:13]=1.Br[CH2:40][CH2:41][CH2:42][CH3:43]. No catalyst specified. The product is [CH2:40]([O:38][C:35]1[CH:34]=[CH:33][C:32]([C:29]2[CH:30]=[CH:31][C:26](/[CH:25]=[CH:24]/[C:11]3[N:12]([CH2:14][C:15]4[CH:16]=[CH:17][C:18]([C:19]([OH:21])=[O:20])=[CH:22][CH:23]=4)[CH:13]=[C:9]([C:3]4[CH:4]=[CH:5][C:6]([F:8])=[CH:7][C:2]=4[F:1])[N:10]=3)=[CH:27][CH:28]=2)=[CH:37][CH:36]=1)[CH2:41][CH2:42][CH3:43]. The yield is 0.490. (2) The reactants are C(O[C:4](=[O:28])[CH2:5][NH:6][CH2:7][CH2:8][O:9][C:10]1[CH:15]=[CH:14][C:13]([CH2:16][CH2:17][CH2:18][CH2:19][NH:20][C:21]([O:23][C:24]([CH3:27])([CH3:26])[CH3:25])=[O:22])=[CH:12][CH:11]=1)C.[NH3:29]. No catalyst specified. The product is [C:24]([O:23][C:21](=[O:22])[NH:20][CH2:19][CH2:18][CH2:17][CH2:16][C:13]1[CH:12]=[CH:11][C:10]([O:9][CH2:8][CH2:7][NH:6][CH2:5][C:4](=[O:28])[NH2:29])=[CH:15][CH:14]=1)([CH3:25])([CH3:26])[CH3:27]. The yield is 1.00. (3) The reactants are [CH:1]1([C:7]2[C:8]([CH2:13][O:14]C(=O)C)=[N:9][CH:10]=[CH:11][CH:12]=2)[CH2:6][CH2:5][CH2:4][CH2:3][CH2:2]1.C([O-])([O-])=O.[K+].[K+]. The catalyst is CO. The product is [CH:1]1([C:7]2[C:8]([CH2:13][OH:14])=[N:9][CH:10]=[CH:11][CH:12]=2)[CH2:2][CH2:3][CH2:4][CH2:5][CH2:6]1. The yield is 0.790. (4) The reactants are C(OC([N:8]1[CH2:13][C:12]([C:14](=[O:16])[NH2:15])=[C:11]([C:17]2[CH:38]=[CH:37][C:20]3[C:21]4[N:25]([CH2:26][CH2:27][O:28][C:19]=3[CH:18]=2)[CH:24]=[C:23]([C:29]2[N:30]([CH:34]([CH3:36])[CH3:35])[N:31]=[CH:32][N:33]=2)[N:22]=4)[CH2:10][CH2:9]1)=O)(C)(C)C.C(=O)([O-])[O-].C([N+](CC=C)(CC=C)CC=C)C=C.C([N+](CC=C)(CC=C)CC=C)C=C. The catalyst is C(O)(C(F)(F)F)=O.CO.C(Cl)Cl. The product is [CH:34]([N:30]1[C:29]([C:23]2[N:22]=[C:21]3[N:25]([CH2:26][CH2:27][O:28][C:19]4[CH:18]=[C:17]([C:11]5[CH2:10][CH2:9][NH:8][CH2:13][C:12]=5[C:14]([NH2:15])=[O:16])[CH:38]=[CH:37][C:20]=43)[CH:24]=2)=[N:33][CH:32]=[N:31]1)([CH3:36])[CH3:35]. The yield is 0.820. (5) The reactants are [CH3:1][N:2]1[C:7](=[O:8])[CH:6]=[C:5]([C:9]2[CH:14]=[CH:13][N:12]=[CH:11][N:10]=2)[N:4]=[C:3]1[O:15][CH:16]1[CH2:21][CH2:20][CH2:19][NH:18][CH2:17]1.C(N(CC)CC)C.Cl[C:30]([O:32][CH3:33])=[O:31].Cl. The catalyst is ClCCl. The product is [CH3:1][N:2]1[C:7](=[O:8])[CH:6]=[C:5]([C:9]2[CH:14]=[CH:13][N:12]=[CH:11][N:10]=2)[N:4]=[C:3]1[O:15][CH:16]1[CH2:21][CH2:20][CH2:19][N:18]([C:30]([O:32][CH3:33])=[O:31])[CH2:17]1. The yield is 0.430.